This data is from Reaction yield outcomes from USPTO patents with 853,638 reactions. The task is: Predict the reaction yield, written as a fraction of the theoretical maximum amount of product (1.0 means a 100% yield; for example, 0.34 means a 34% yield). (1) The reactants are ClC(Cl)(O[C:5](=[O:11])OC(Cl)(Cl)Cl)Cl.[Cl:13][C:14]1[CH:19]=[CH:18][C:17]([N:20]2[C:24]([C:25]([F:28])([F:27])[F:26])=[C:23]([NH2:29])[CH:22]=[N:21]2)=[CH:16][CH:15]=1.C([O-])([O-])=O.[Na+].[Na+].Cl.[CH3:37][S:38]([C:41]1[CH:42]=[C:43]([NH2:47])[CH:44]=[CH:45][CH:46]=1)(=[O:40])=[O:39]. The catalyst is C(Cl)Cl.O. The product is [Cl:13][C:14]1[CH:15]=[CH:16][C:17]([N:20]2[C:24]([C:25]([F:27])([F:26])[F:28])=[C:23]([NH:29][C:5]([NH:47][C:43]3[CH:44]=[CH:45][CH:46]=[C:41]([S:38]([CH3:37])(=[O:40])=[O:39])[CH:42]=3)=[O:11])[CH:22]=[N:21]2)=[CH:18][CH:19]=1. The yield is 0.220. (2) The reactants are [C:9](O[C:9]([O:11][C:12]([CH3:15])([CH3:14])[CH3:13])=[O:10])([O:11][C:12]([CH3:15])([CH3:14])[CH3:13])=[O:10].[NH2:16][C:17]1[C:18]([CH3:24])=[CH:19][C:20]([OH:23])=[CH:21][CH:22]=1.C(N(CC)CC)C. The catalyst is C(Cl)Cl. The product is [C:12]([O:11][C:9](=[O:10])[NH:16][C:17]1[CH:22]=[CH:21][C:20]([OH:23])=[CH:19][C:18]=1[CH3:24])([CH3:13])([CH3:14])[CH3:15]. The yield is 0.330.